Task: Predict the product of the given reaction.. Dataset: Forward reaction prediction with 1.9M reactions from USPTO patents (1976-2016) Given the reactants [NH:1]1[CH2:6][CH2:5][CH2:4][CH2:3][CH2:2]1.C(N(C(C)C)CC)(C)C.[F:16][C:17]1[CH:22]=[CH:21][C:20]([S:23](Cl)(=[O:25])=[O:24])=[CH:19][CH:18]=1, predict the reaction product. The product is: [F:16][C:17]1[CH:22]=[CH:21][C:20]([S:23]([N:1]2[CH2:6][CH2:5][CH2:4][CH2:3][CH2:2]2)(=[O:25])=[O:24])=[CH:19][CH:18]=1.